Dataset: Full USPTO retrosynthesis dataset with 1.9M reactions from patents (1976-2016). Task: Predict the reactants needed to synthesize the given product. (1) Given the product [Cl:8][C:6]1[N:5]=[CH:4][N:3]=[C:2]([N:17]2[CH2:18][CH2:19][N:14]([S:10]([CH3:13])(=[O:12])=[O:11])[CH2:15][CH2:16]2)[CH:7]=1, predict the reactants needed to synthesize it. The reactants are: Cl[C:2]1[CH:7]=[C:6]([Cl:8])[N:5]=[CH:4][N:3]=1.Cl.[S:10]([N:14]1[CH2:19][CH2:18][NH:17][CH2:16][CH2:15]1)([CH3:13])(=[O:12])=[O:11].C(N(CC)CC)C. (2) Given the product [F:14][C:11]1[CH:10]=[CH:9][C:8]([C:6]2[C:5]([C:15]([O:17][CH3:18])=[O:16])=[C:4]([CH:19]([CH3:21])[CH3:20])[N:3]=[C:2]([N:1]([CH3:38])[S:30]([CH3:29])(=[O:32])=[O:31])[N:7]=2)=[CH:13][CH:12]=1, predict the reactants needed to synthesize it. The reactants are: [NH2:1][C:2]1[N:7]=[C:6]([C:8]2[CH:13]=[CH:12][C:11]([F:14])=[CH:10][CH:9]=2)[C:5]([C:15]([O:17][CH3:18])=[O:16])=[C:4]([CH:19]([CH3:21])[CH3:20])[N:3]=1.CCC([O-])(C)C.[Na+].[CH3:29][S:30](Cl)(=[O:32])=[O:31].S(OC)(O[CH3:38])(=O)=O.[Cl-].[Na+]. (3) Given the product [CH2:1]([O:8][C:9](=[O:10])[NH:11][C@H:12]([C:13](=[O:15])[N:32]([O:21][CH3:20])[CH3:34])[CH:16]([CH3:18])[CH3:17])[C:2]1[CH:3]=[CH:4][CH:5]=[CH:6][CH:7]=1, predict the reactants needed to synthesize it. The reactants are: [CH2:1]([O:8][C:9]([NH:11][C@@H:12]([CH:16]([CH3:18])[CH3:17])[C:13]([OH:15])=O)=[O:10])[C:2]1[CH:7]=[CH:6][CH:5]=[CH:4][CH:3]=1.Cl.[CH3:20][O:21]CN.CCN=C=NCCC[N:32]([CH3:34])C.Cl.CCN(C(C)C)C(C)C. (4) Given the product [CH2:19]([O:6][C:5]1[CH:4]=[C:3]([O:7][CH2:27][C:28]2[CH:29]=[CH:30][CH:31]=[CH:32][CH:33]=2)[CH:9]=[CH:10][C:11]=1[CH2:12][CH2:17][CH2:16][O:1][CH2:13][CH2:14][CH2:15][O:18][CH2:9][CH2:10][CH2:11][C:12]1[CH:17]=[CH:16][C:15]([O:18][CH2:19][C:20]2[CH:25]=[CH:24][CH:23]=[CH:22][CH:21]=2)=[CH:14][C:13]=1[O:26][CH2:27][C:28]1[CH:33]=[CH:32][CH:31]=[CH:30][CH:29]=1)[C:20]1[CH:25]=[CH:24][CH:23]=[CH:22][CH:21]=1, predict the reactants needed to synthesize it. The reactants are: [OH-:1].[K+].[CH2:3]([OH:7])[CH2:4][CH2:5][OH:6].Br[CH2:9][CH2:10][CH2:11][C:12]1[CH:17]=[CH:16][C:15]([O:18][CH2:19][C:20]2[CH:25]=[CH:24][CH:23]=[CH:22][CH:21]=2)=[CH:14][C:13]=1[O:26][CH2:27][C:28]1[CH:33]=[CH:32][CH:31]=[CH:30][CH:29]=1. (5) Given the product [OH:1][C:2]1[CH:3]=[C:4]([C:8]2[N:17]3[C:11]([C:12](=[CH:45][C:38]4[C:39]5[C:44](=[CH:43][CH:42]=[CH:41][CH:40]=5)[NH:36][CH:37]=4)[C:13](=[O:35])[N:14]([CH2:22][C:23]([N:25]([CH:32]([CH3:33])[CH3:34])[C:26]4[CH:31]=[CH:30][CH:29]=[CH:28][CH:27]=4)=[O:24])[C:15]4[CH:21]=[CH:20][CH:19]=[CH:18][C:16]=43)=[N:10][N:9]=2)[CH:5]=[CH:6][CH:7]=1, predict the reactants needed to synthesize it. The reactants are: [OH:1][C:2]1[CH:3]=[C:4]([C:8]2[N:17]3[C:11]([CH2:12][C:13](=[O:35])[N:14]([CH2:22][C:23]([N:25]([CH:32]([CH3:34])[CH3:33])[C:26]4[CH:31]=[CH:30][CH:29]=[CH:28][CH:27]=4)=[O:24])[C:15]4[CH:21]=[CH:20][CH:19]=[CH:18][C:16]=43)=[N:10][N:9]=2)[CH:5]=[CH:6][CH:7]=1.[NH:36]1[C:44]2[C:39](=[CH:40][CH:41]=[CH:42][CH:43]=2)[C:38]([CH:45]=O)=[CH:37]1. (6) Given the product [CH2:34]([N:41]([CH2:42][CH:43]([OH:45])[CH3:44])[C:10]([CH:8]1[C:5]2[CH:6]=[CH:7][C:2]([Br:1])=[C:3]([Cl:13])[C:4]=2[CH2:9]1)=[O:12])[C:35]1[CH:40]=[CH:39][CH:38]=[CH:37][CH:36]=1, predict the reactants needed to synthesize it. The reactants are: [Br:1][C:2]1[CH:7]=[CH:6][C:5]2[CH:8]([C:10]([OH:12])=O)[CH2:9][C:4]=2[C:3]=1[Cl:13].[O-]P1(OP([O-])(=O)OP([O-])(=O)OP([O-])(=O)O1)=O.[Na+].[Na+].[Na+].[Na+].[CH2:34]([NH:41][CH2:42][CH:43]([OH:45])[CH3:44])[C:35]1[CH:40]=[CH:39][CH:38]=[CH:37][CH:36]=1.C(N(CC)CC)C.